This data is from Full USPTO retrosynthesis dataset with 1.9M reactions from patents (1976-2016). The task is: Predict the reactants needed to synthesize the given product. Given the product [Br:1][C:2]1[CH:3]=[C:4]([CH3:25])[C:5]([CH:9]2[C:10](=[O:24])/[C:11](=[CH:16]/[CH:18]3[CH2:19][CH2:20][CH2:21][CH2:22][CH2:23]3)/[CH2:12][C:13]2=[O:14])=[C:6]([CH3:8])[CH:7]=1, predict the reactants needed to synthesize it. The reactants are: [Br:1][C:2]1[CH:7]=[C:6]([CH3:8])[C:5]([C:9]2[C:10](=[O:24])[CH:11]([CH:16]([CH:18]3[CH2:23][CH2:22][CH2:21][CH2:20][CH2:19]3)O)[CH2:12][C:13]=2[O:14]C)=[C:4]([CH3:25])[CH:3]=1.